Dataset: Reaction yield outcomes from USPTO patents with 853,638 reactions. Task: Predict the reaction yield, written as a fraction of the theoretical maximum amount of product (1.0 means a 100% yield; for example, 0.34 means a 34% yield). (1) The reactants are [OH:1][CH2:2][CH:3]([NH:5][C:6]([C:8]1[CH:9]=[C:10]([C:14]#[C:15][CH2:16][CH2:17][CH2:18][C:19]([OH:21])=O)[CH:11]=[CH:12][CH:13]=1)=[O:7])[CH3:4].Cl.[CH3:23][NH2:24]. No catalyst specified. The product is [CH3:23][NH:24][C:19]([CH2:18][CH2:17][CH2:16][C:15]#[C:14][C:10]1[CH:9]=[C:8]([CH:13]=[CH:12][CH:11]=1)[C:6]([NH:5][CH:3]([CH3:4])[CH2:2][OH:1])=[O:7])=[O:21]. The yield is 0.530. (2) The reactants are [F:1][C:2]1[CH:3]=[C:4]([CH2:9][C:10]([OH:12])=[O:11])[CH:5]=[CH:6][C:7]=1[OH:8].[C:13]([O-])(O)=O.[Na+]. The catalyst is CO.OS(O)(=O)=O. The yield is 0.920. The product is [CH3:13][O:11][C:10](=[O:12])[CH2:9][C:4]1[CH:5]=[CH:6][C:7]([OH:8])=[C:2]([F:1])[CH:3]=1.